From a dataset of Catalyst prediction with 721,799 reactions and 888 catalyst types from USPTO. Predict which catalyst facilitates the given reaction. (1) Reactant: Cl[C:2]1[C:3]2[C:10]([C:11]3[CH:16]=[CH:15][C:14]([O:17][CH3:18])=[CH:13][CH:12]=3)=[C:9]([C:19]3[CH:24]=[CH:23][CH:22]=[CH:21][CH:20]=3)[O:8][C:4]=2[N:5]=[CH:6][N:7]=1.[NH2:25][CH2:26][CH2:27][CH2:28][CH2:29][CH2:30][C:31]([OH:33])=[O:32].CCN(C(C)C)C(C)C.O. Product: [CH3:18][O:17][C:14]1[CH:15]=[CH:16][C:11]([C:10]2[C:3]3[C:2]([NH:25][CH2:26][CH2:27][CH2:28][CH2:29][CH2:30][C:31]([OH:33])=[O:32])=[N:7][CH:6]=[N:5][C:4]=3[O:8][C:9]=2[C:19]2[CH:24]=[CH:23][CH:22]=[CH:21][CH:20]=2)=[CH:12][CH:13]=1. The catalyst class is: 3. (2) Reactant: O=P(Cl)(Cl)Cl.[CH3:6][N:7]1[C:11]2=[N:12][CH:13]=[CH:14][CH:15]=[C:10]2[CH:9]=[CH:8]1.[OH-].[Na+].CN([CH:21]=[O:22])C. Product: [CH3:6][N:7]1[C:11]2=[N:12][CH:13]=[CH:14][CH:15]=[C:10]2[C:9]([CH:21]=[O:22])=[CH:8]1. The catalyst class is: 6. (3) Reactant: C(N(C(C)C)CC)(C)C.[CH2:10]([O:17][C:18](=[O:26])[NH:19][CH:20]1[CH2:25][CH2:24][NH:23][CH2:22][CH2:21]1)[C:11]1[CH:16]=[CH:15][CH:14]=[CH:13][CH:12]=1.[N+:27]([C:30]1[CH:35]=[CH:34][C:33]([S:36](Cl)(=[O:38])=[O:37])=[CH:32][CH:31]=1)([O-:29])=[O:28]. Product: [CH2:10]([O:17][C:18](=[O:26])[NH:19][CH:20]1[CH2:25][CH2:24][N:23]([S:36]([C:33]2[CH:32]=[CH:31][C:30]([N+:27]([O-:29])=[O:28])=[CH:35][CH:34]=2)(=[O:37])=[O:38])[CH2:22][CH2:21]1)[C:11]1[CH:16]=[CH:15][CH:14]=[CH:13][CH:12]=1. The catalyst class is: 1. (4) Reactant: [N:1]1[CH:6]=[CH:5][CH:4]=[CH:3][C:2]=1[NH:7][C:8](=O)[O:9]C1C=CC=CC=1.[Si:17]([O:24][C@H:25]1[C@H:31]2[CH2:32][N:27]([C:28]3[CH:36]=[CH:35][C:34]([C:37]4[CH:42]=[CH:41][CH:40]=[C:39]([Cl:43])[CH:38]=4)=[N:33][C:29]=3[NH:30]2)[CH2:26]1)([C:20]([CH3:23])([CH3:22])[CH3:21])([CH3:19])[CH3:18]. Product: [Si:17]([O:24][C@H:25]1[C@H:31]2[CH2:32][N:27]([C:28]3[CH:36]=[CH:35][C:34]([C:37]4[CH:42]=[CH:41][CH:40]=[C:39]([Cl:43])[CH:38]=4)=[N:33][C:29]=3[N:30]2[C:8]([NH:7][C:2]2[CH:3]=[CH:4][CH:5]=[CH:6][N:1]=2)=[O:9])[CH2:26]1)([C:20]([CH3:23])([CH3:21])[CH3:22])([CH3:18])[CH3:19]. The catalyst class is: 649. (5) Reactant: [C:1]([O:5][C:6]([NH:8][CH2:9][C:10]([OH:12])=O)=[O:7])([CH3:4])([CH3:3])[CH3:2].C(Cl)CCl.C1C=CC2N(O)N=NC=2C=1.[F:27][C:28]1[C:33]([F:34])=[CH:32][CH:31]=[C:30]([NH2:35])[C:29]=1[NH2:36].C(N(CC)C(C)C)(C)C. Product: [NH2:36][C:29]1[C:28]([F:27])=[C:33]([F:34])[CH:32]=[CH:31][C:30]=1[NH:35][C:10](=[O:12])[CH2:9][NH:8][C:6](=[O:7])[O:5][C:1]([CH3:2])([CH3:3])[CH3:4]. The catalyst class is: 3. (6) Reactant: [C:1]([O:5][C:6]([N:8]1[CH2:11][C:10]([O:13][C:14]2[C:15]([F:32])=[CH:16][C:17]3[O:22][CH2:21][C:20](=S)[N:19]([CH:24]([C:26](OCC)=[O:27])[CH3:25])[C:18]=3[CH:31]=2)([CH3:12])[CH2:9]1)=[O:7])([CH3:4])([CH3:3])[CH3:2].O.[NH2:34][NH2:35]. Product: [C:1]([O:5][C:6]([N:8]1[CH2:9][C:10]([O:13][C:14]2[CH:31]=[C:18]3[C:17](=[CH:16][C:15]=2[F:32])[O:22][CH2:21][C:20]2[N:19]3[CH:24]([CH3:25])[C:26](=[O:27])[NH:34][N:35]=2)([CH3:12])[CH2:11]1)=[O:7])([CH3:4])([CH3:2])[CH3:3]. The catalyst class is: 14. (7) Reactant: [OH:1][C:2]1[CH:3]=[N:4][CH:5]=[C:6]([CH3:8])[CH:7]=1.C(N(CC)CC)C.[S:16](O[S:16]([C:19]([F:22])([F:21])[F:20])(=[O:18])=[O:17])([C:19]([F:22])([F:21])[F:20])(=[O:18])=[O:17]. Product: [F:20][C:19]([F:22])([F:21])[S:16]([O:1][C:2]1[CH:3]=[N:4][CH:5]=[C:6]([CH3:8])[CH:7]=1)(=[O:18])=[O:17]. The catalyst class is: 2. (8) Reactant: [C:1]([O:5][C:6](=[O:16])[N:7]([CH2:11][CH2:12][CH2:13][CH2:14][NH2:15])[CH:8]1[CH2:10][CH2:9]1)([CH3:4])([CH3:3])[CH3:2].[CH3:17][C:18]1[C:19]([CH:25]=O)=[N:20][CH:21]=[C:22]([CH3:24])[CH:23]=1.[BH4-].[Na+]. Product: [C:1]([O:5][C:6](=[O:16])[N:7]([CH:8]1[CH2:9][CH2:10]1)[CH2:11][CH2:12][CH2:13][CH2:14][NH:15][CH2:25][C:19]1[C:18]([CH3:17])=[CH:23][C:22]([CH3:24])=[CH:21][N:20]=1)([CH3:4])([CH3:2])[CH3:3]. The catalyst class is: 5.